This data is from Human Reference Interactome with 51,813 positive PPI pairs across 8,248 proteins, plus equal number of experimentally-validated negative pairs. The task is: Binary Classification. Given two protein amino acid sequences, predict whether they physically interact or not. (1) Protein 1 (ENSG00000002549) has sequence MFLLPLPAAGRVVVRRLAVRRFGSRSLSTADMTKGLVLGIYSKEKEDDVPQFTSAGENFDKLLAGKLRETLNISGPPLKAGKTRTFYGLHQDFPSVVLVGLGKKAAGIDEQENWHEGKENIRAAVAAGCRQIQDLELSSVEVDPCGDAQAAAEGAVLGLYEYDDLKQKKKMAVSAKLYGSGDQEAWQKGVLFASGQNLARQLMETPANEMTPTRFAEIIEKNLKSASSKTEVHIRPKSWIEEQAMGSFLSVAKGSDEPPVFLEIHYKGSPNANEPPLVFVGKGITFDSGGISIKASANMD.... Protein 2 (ENSG00000165275) has sequence MDWKLEGSTQKVESPVLQGQEGILEETGEDGLPEGFQLLQIDAEGECQEGEILATGSTAWCSKNVQRKQRHWEKIVAAKKSKRKQEKERRKANRAENPGICPQHSKRFLRALTKDKLLEAKHSGPRLCIDLSMTHYMSKKELSRLAGQIRRLYGSNKKADRPFWICLTGFTTDSPLYEECVRMNDGFSSYLLDITEEDCFSLFPLETLVYLTPDSEHALEDVDLNKVYILGGLVDESIQKKVTFQKAREYSVKTARLPIQEYMVRNQNGKNYHSEILAINQVFDILSTYLETHNWPEALK.... Result: 0 (the proteins do not interact). (2) Result: 1 (the proteins interact). Protein 2 (ENSG00000205364) has sequence MDPNCSCTTGVSCACTGSCTCKECKCTSCKKSCCSCCPVGCAKCAHGCVCKGTLENCSCCA*MDPNCSCTTGVSCACTGSCTCKECKCTSCKKSECGAISRNLGLWLRLGGNPRLALSASFWGTGLSLPSL. Protein 1 (ENSG00000163206) has sequence MCDQTKHSKCCPAKGNQCCPPQQNQCCQSKGNQCCPPKQNQCCQPKGSQCCPPKHNHCCQPKPPCCIQARCCGLETKPEVSPLNMESEPNSPQTQDKGCQTQQQPHSPQNESRPSK*.